From a dataset of Forward reaction prediction with 1.9M reactions from USPTO patents (1976-2016). Predict the product of the given reaction. (1) Given the reactants B(Br)(Br)Br.ClCCl.C([O:15][C:16]1[C:25]([O:26][CH3:27])=[CH:24][C:23]2[N:22]=[CH:21][C:20]3[N:28]([CH3:39])[N:29]=[C:30]([C:31]4[CH:38]=[CH:37][C:34]([C:35]#[N:36])=[CH:33][CH:32]=4)[C:19]=3[C:18]=2[CH:17]=1)C1C=CC=CC=1.O, predict the reaction product. The product is: [OH:15][C:16]1[C:25]([O:26][CH3:27])=[CH:24][C:23]2[N:22]=[CH:21][C:20]3[N:28]([CH3:39])[N:29]=[C:30]([C:31]4[CH:38]=[CH:37][C:34]([C:35]#[N:36])=[CH:33][CH:32]=4)[C:19]=3[C:18]=2[CH:17]=1. (2) Given the reactants [C:1]([O:5][C:6]([NH:8][C@H:9]([C:14](OC)=[O:15])[CH2:10][O:11][CH2:12][CH3:13])=[O:7])([CH3:4])([CH3:3])[CH3:2].[H-].[Al+3].[Li+].[H-].[H-].[H-], predict the reaction product. The product is: [CH2:12]([O:11][CH2:10][CH:9]([NH:8][C:6](=[O:7])[O:5][C:1]([CH3:4])([CH3:3])[CH3:2])[CH2:14][OH:15])[CH3:13]. (3) Given the reactants [CH2:1]([C:11]1[CH:20]=[C:19]2[C:14]([CH:15]=[CH:16][C:17]([O:21][CH3:22])=[CH:18]2)=[CH:13][CH:12]=1)[CH2:2][CH2:3][CH2:4][CH2:5][CH2:6][CH2:7][CH2:8][CH2:9][CH3:10].[CH3:23][S:24]SC, predict the reaction product. The product is: [CH2:1]([C:11]1[CH:20]=[C:19]2[C:14]([CH:15]=[C:16]([S:24][CH3:23])[C:17]([O:21][CH3:22])=[CH:18]2)=[CH:13][CH:12]=1)[CH2:2][CH2:3][CH2:4][CH2:5][CH2:6][CH2:7][CH2:8][CH2:9][CH3:10]. (4) Given the reactants [CH3:1][O:2][C:3]1[C:8]2[C:9]([CH2:12][O:13][C:14]3[CH:22]=[CH:21][CH:20]=[C:19]4[C:15]=3[CH:16]=[C:17]([C:23]([OH:25])=O)[NH:18]4)=[CH:10][O:11][C:7]=2[CH:6]=[CH:5][CH:4]=1.[C@H:26]1([CH2:36][N:37]2[CH2:42][CH2:41][CH:40]([NH2:43])[CH2:39][CH2:38]2)[C@@H:35]2[N:30]([CH2:31][CH2:32][CH2:33][CH2:34]2)[CH2:29][CH2:28][CH2:27]1, predict the reaction product. The product is: [C@H:26]1([CH2:36][N:37]2[CH2:42][CH2:41][CH:40]([NH:43][C:23]([C:17]3[NH:18][C:19]4[C:15]([CH:16]=3)=[C:14]([O:13][CH2:12][C:9]3[C:8]5[C:3]([O:2][CH3:1])=[CH:4][CH:5]=[CH:6][C:7]=5[O:11][CH:10]=3)[CH:22]=[CH:21][CH:20]=4)=[O:25])[CH2:39][CH2:38]2)[C@@H:35]2[N:30]([CH2:31][CH2:32][CH2:33][CH2:34]2)[CH2:29][CH2:28][CH2:27]1.